Dataset: Full USPTO retrosynthesis dataset with 1.9M reactions from patents (1976-2016). Task: Predict the reactants needed to synthesize the given product. (1) Given the product [F:1][CH2:2][C:3]1[N:4]=[CH:5][C:6]([C:9]([OH:11])=[O:10])=[N:7][CH:8]=1, predict the reactants needed to synthesize it. The reactants are: [F:1][CH2:2][C:3]1[N:4]=[CH:5][C:6]([C:9]([O:11]C)=[O:10])=[N:7][CH:8]=1.O.O.[OH-].[Li+].C(OCC)C. (2) Given the product [CH3:13][O:14][C:15]1[CH:26]=[CH:25][CH:24]=[CH:23][C:16]=1[CH:17]([N:18]1[CH2:22][CH2:21][CH2:20][CH2:19]1)[C:8]1[N:7]([C:1]2[CH:6]=[CH:5][CH:4]=[CH:3][CH:2]=2)[CH:11]=[CH:10][CH:9]=1, predict the reactants needed to synthesize it. The reactants are: [C:1]1([N:7]2[CH:11]=[CH:10][CH:9]=[CH:8]2)[CH:6]=[CH:5][CH:4]=[CH:3][CH:2]=1.[Cl-].[CH3:13][O:14][C:15]1[CH:26]=[CH:25][CH:24]=[CH:23][C:16]=1[CH:17]=[N+:18]1[CH2:22][CH2:21][CH2:20][CH2:19]1. (3) Given the product [Br:1][C:2]1[C:3]([NH:18][CH:19]([CH3:21])[CH3:20])=[N:4][C:5]([NH:8][C:9]2[CH:10]=[CH:11][C:12]([S:15]([CH3:17])(=[NH:22])=[O:16])=[CH:13][CH:14]=2)=[N:6][CH:7]=1, predict the reactants needed to synthesize it. The reactants are: [Br:1][C:2]1[C:3]([NH:18][CH:19]([CH3:21])[CH3:20])=[N:4][C:5]([NH:8][C:9]2[CH:14]=[CH:13][C:12]([S:15]([CH3:17])=[O:16])=[CH:11][CH:10]=2)=[N:6][CH:7]=1.[N-:22]=[N+]=[N-].[Na+].S(=O)(=O)(O)O.[OH-].[Na+]. (4) Given the product [C:17]([O:16][C:14]([N:11]1[CH2:12][CH2:13][N:8]([C:5]2[C:4]([CH3:21])=[CH:3][C:2]([C:27]([OH:29])=[O:28])=[CH:7][N:6]=2)[CH2:9][CH2:10]1)=[O:15])([CH3:20])([CH3:19])[CH3:18], predict the reactants needed to synthesize it. The reactants are: Br[C:2]1[CH:3]=[C:4]([CH3:21])[C:5]([N:8]2[CH2:13][CH2:12][N:11]([C:14]([O:16][C:17]([CH3:20])([CH3:19])[CH3:18])=[O:15])[CH2:10][CH2:9]2)=[N:6][CH:7]=1.C([Li])CCC.[C:27](=[O:29])=[O:28].Cl. (5) The reactants are: [CH3:1][O:2][C:3](=[O:12])[C:4]1[CH:9]=[CH:8][C:7]([CH:10]=[O:11])=[CH:6][CH:5]=1.[CH2:13]([Mg]Br)[CH:14]([CH3:16])[CH3:15]. Given the product [CH3:1][O:2][C:3](=[O:12])[C:4]1[CH:9]=[CH:8][C:7]([CH:10]([OH:11])[CH2:13][CH:14]([CH3:16])[CH3:15])=[CH:6][CH:5]=1, predict the reactants needed to synthesize it. (6) Given the product [CH:11]1([CH2:14][NH:9][CH2:8][CH2:7][C:3]2[CH:2]=[C:1]([CH3:10])[CH:6]=[CH:5][CH:4]=2)[CH2:13][CH2:12]1, predict the reactants needed to synthesize it. The reactants are: [C:1]1([CH3:10])[CH:6]=[CH:5][CH:4]=[C:3]([CH2:7][CH2:8][NH2:9])[CH:2]=1.[CH:11]1([CH:14]=O)[CH2:13][CH2:12]1. (7) The reactants are: Cl.[CH:2]12[CH2:9][CH2:8][CH:5]([NH:6][CH2:7]1)[CH2:4][NH:3]2.[F:10][C:11]1[CH:18]=[CH:17][C:14]([CH:15]=O)=[CH:13][CH:12]=1.C(N(CC)CC)C.C(O[BH-](OC(=O)C)OC(=O)C)(=O)C.[Na+]. Given the product [F:10][C:11]1[CH:18]=[CH:17][C:14]([CH2:15][N:3]2[CH2:4][CH:5]3[CH2:8][CH2:9][CH:2]2[CH2:7][NH:6]3)=[CH:13][CH:12]=1, predict the reactants needed to synthesize it.